From a dataset of Forward reaction prediction with 1.9M reactions from USPTO patents (1976-2016). Predict the product of the given reaction. (1) Given the reactants [F:1][C:2]1[C:7]([F:8])=[CH:6][CH:5]=[CH:4][C:3]=1[C:9]1[N:34]=[C:12]2[CH:13]=[N:14][N:15]([CH2:17][C:18]3[O:22][N:21]=[C:20]([C:23]4[CH:28]=[CH:27][C:26]([OH:29])=[CH:25][C:24]=4[C:30]([F:33])([F:32])[F:31])[CH:19]=3)[CH:16]=[C:11]2[N:10]=1.[O:35]1[CH2:39][CH2:38][CH:37]([CH2:40]OS(C)(=O)=O)[CH2:36]1.C(=O)([O-])[O-].[K+].[K+], predict the reaction product. The product is: [F:1][C:2]1[C:7]([F:8])=[CH:6][CH:5]=[CH:4][C:3]=1[C:9]1[N:34]=[C:12]2[CH:13]=[N:14][N:15]([CH2:17][C:18]3[O:22][N:21]=[C:20]([C:23]4[CH:28]=[CH:27][C:26]([O:29][CH2:40][CH:37]5[CH2:38][CH2:39][O:35][CH2:36]5)=[CH:25][C:24]=4[C:30]([F:32])([F:33])[F:31])[CH:19]=3)[CH:16]=[C:11]2[N:10]=1. (2) Given the reactants [Cl:1][C:2]1[C:11]([CH:12]([OH:14])[CH3:13])=[CH:10][C:9]2[C:4](=[CH:5][C:6]([F:15])=[CH:7][CH:8]=2)[N:3]=1, predict the reaction product. The product is: [Cl:1][C:2]1[C:11]([C:12](=[O:14])[CH3:13])=[CH:10][C:9]2[C:4](=[CH:5][C:6]([F:15])=[CH:7][CH:8]=2)[N:3]=1. (3) Given the reactants C[O:2][C:3]([C:5]1[CH:13]=[C:12]2[C:8]([C:9]([CH:24]3[CH2:29][CH2:28][CH2:27][CH2:26][CH2:25]3)=[C:10]([Br:23])[N:11]2[CH2:14][C:15]([N:17]2[CH2:22][CH2:21][O:20][CH2:19][CH2:18]2)=[O:16])=[CH:7][CH:6]=1)=[O:4].[Li+].[OH-].CO, predict the reaction product. The product is: [Br:23][C:10]1[N:11]([CH2:14][C:15]([N:17]2[CH2:18][CH2:19][O:20][CH2:21][CH2:22]2)=[O:16])[C:12]2[C:8]([C:9]=1[CH:24]1[CH2:29][CH2:28][CH2:27][CH2:26][CH2:25]1)=[CH:7][CH:6]=[C:5]([C:3]([OH:4])=[O:2])[CH:13]=2. (4) The product is: [OH:35][CH:34]([CH3:43])[CH2:33][O:32][C:31]1[CH:30]=[CH:29][C:28]([N:18]2[C:17](=[O:42])[C:16]([CH2:15][C:12]3[CH:13]=[CH:14][C:9]([C:4]4[C:3]([C:1]#[N:2])=[CH:8][CH:7]=[CH:6][CH:5]=4)=[CH:10][CH:11]=3)=[C:21]([CH2:22][CH2:23][CH3:24])[N:20]3[N:25]=[CH:26][CH:27]=[C:19]23)=[CH:41][CH:40]=1. Given the reactants [C:1]([C:3]1[CH:8]=[CH:7][CH:6]=[CH:5][C:4]=1[C:9]1[CH:14]=[CH:13][C:12]([CH2:15][C:16]2[C:17](=[O:42])[N:18]([C:28]3[CH:41]=[CH:40][C:31]([O:32][CH2:33][C:34](N(OC)C)=[O:35])=[CH:30][CH:29]=3)[C:19]3[N:20]([N:25]=[CH:26][CH:27]=3)[C:21]=2[CH2:22][CH2:23][CH3:24])=[CH:11][CH:10]=1)#[N:2].[CH3:43][Mg]Br.C(OCC)(=O)C.[Cl-].[NH4+], predict the reaction product. (5) Given the reactants [NH:1]([C:3]1[N:8]=[CH:7][N:6]=[C:5]([OH:9])[CH:4]=1)[NH2:2].[CH3:10][CH2:11][CH2:12][C:13](=O)[CH2:14][CH2:15][CH3:16], predict the reaction product. The product is: [CH3:10][CH2:11][CH2:12][C:13](=[N:2][NH:1][C:3]1[N:8]=[CH:7][N:6]=[C:5]([OH:9])[CH:4]=1)[CH2:14][CH2:15][CH3:16]. (6) Given the reactants Br[C:2]1[C:10]2[C:5](=[CH:6][CH:7]=[CH:8][CH:9]=2)[N:4]([CH2:11][CH2:12][CH2:13][O:14][C:15]2[C:24]3[C:19](=[CH:20][CH:21]=[CH:22][CH:23]=3)[CH:18]=[CH:17][CH:16]=2)[C:3]=1[C:25]([O:27]CC)=[O:26].[CH:30](/B(O)O)=[CH:31]\[C:32]1[CH:37]=[CH:36][CH:35]=[CH:34][CH:33]=1.C(COC)OC.[Li+].[OH-], predict the reaction product. The product is: [C:15]1([O:14][CH2:13][CH2:12][CH2:11][N:4]2[C:5]3[C:10](=[CH:9][CH:8]=[CH:7][CH:6]=3)[C:2](/[CH:30]=[CH:31]/[C:32]3[CH:37]=[CH:36][CH:35]=[CH:34][CH:33]=3)=[C:3]2[C:25]([OH:27])=[O:26])[C:24]2[C:19](=[CH:20][CH:21]=[CH:22][CH:23]=2)[CH:18]=[CH:17][CH:16]=1. (7) Given the reactants P(Br)(Br)[Br:2].[C:5]1([CH3:14])[CH:10]=[CH:9][CH:8]=[C:7]([CH:11](O)[CH3:12])[CH:6]=1, predict the reaction product. The product is: [Br:2][CH:11]([C:7]1[CH:8]=[CH:9][CH:10]=[C:5]([CH3:14])[CH:6]=1)[CH3:12]. (8) Given the reactants [Cl:1][CH2:2][CH2:3][OH:4].[C:5]1([C:11](O)=[O:12])[CH2:10][CH2:9][CH2:8][CH2:7][CH:6]=1.C(Cl)CCl, predict the reaction product. The product is: [Cl:1][CH2:2][CH2:3][O:4][C:11]([C:5]1[CH2:10][CH2:9][CH2:8][CH2:7][CH:6]=1)=[O:12]. (9) Given the reactants [Cl:1][C:2]1[CH:7]=[CH:6][CH:5]=[C:4]([N:8]2[CH:12]=[C:11]([Si](C)(C)C)[N:10]=[N:9]2)[N:3]=1.CCCC[N+](CCCC)(CCCC)CCCC.[F-], predict the reaction product. The product is: [Cl:1][C:2]1[CH:7]=[CH:6][CH:5]=[C:4]([N:8]2[CH:12]=[CH:11][N:10]=[N:9]2)[N:3]=1.